From a dataset of Reaction yield outcomes from USPTO patents with 853,638 reactions. Predict the reaction yield, written as a fraction of the theoretical maximum amount of product (1.0 means a 100% yield; for example, 0.34 means a 34% yield). (1) The reactants are [CH2:1]([N:3]1[CH2:8][N:7]([CH3:9])[CH2:6][N:5]([C:10]2[S:11][C:12]3[C:18]([CH:19]=[O:20])=[CH:17][C:16]([C:21]4[CH:22]=[N:23][C:24]([N:27]5[CH2:32][CH2:31][C:30]([CH3:38])([C:33]([O:35][CH2:36][CH3:37])=[O:34])[CH2:29][CH2:28]5)=[N:25][CH:26]=4)=[CH:15][C:13]=3[N:14]=2)[C:4]1=[O:39])[CH3:2].[BH4-].[Na+]. The catalyst is CCO.C(Cl)Cl.CCOC(C)=O. The product is [CH2:1]([N:3]1[CH2:8][N:7]([CH3:9])[CH2:6][N:5]([C:10]2[S:11][C:12]3[C:18]([CH2:19][OH:20])=[CH:17][C:16]([C:21]4[CH:22]=[N:23][C:24]([N:27]5[CH2:28][CH2:29][C:30]([CH3:38])([C:33]([O:35][CH2:36][CH3:37])=[O:34])[CH2:31][CH2:32]5)=[N:25][CH:26]=4)=[CH:15][C:13]=3[N:14]=2)[C:4]1=[O:39])[CH3:2]. The yield is 0.860. (2) The catalyst is C(Cl)(Cl)Cl. The yield is 0.460. The reactants are [CH:1]([C:4]1[CH:9]=[CH:8][C:7]([C@H:10]2[C:14]3[C:15]([CH3:28])=[C:16]([NH:20][C:21](=[O:27])[CH2:22][C:23]([CH3:26])([CH3:25])[CH3:24])[C:17]([CH3:19])=[CH:18][C:13]=3[O:12][CH2:11]2)=[CH:6][CH:5]=1)([CH3:3])[CH3:2].CCCCCC.[C:35](OCC)(=[O:37])[CH3:36]. The product is [C:35]([C:18]1[C:13]2[O:12][CH2:11][C@@H:10]([C:7]3[CH:6]=[CH:5][C:4]([CH:1]([CH3:2])[CH3:3])=[CH:9][CH:8]=3)[C:14]=2[C:15]([CH3:28])=[C:16]([NH:20][C:21](=[O:27])[CH2:22][C:23]([CH3:26])([CH3:25])[CH3:24])[C:17]=1[CH3:19])(=[O:37])[CH3:36]. (3) The reactants are CO[C:3](=[O:31])[CH2:4][CH2:5][C:6]1[C:7]([NH:22][C:23]2[C:28]([F:29])=[CH:27][CH:26]=[CH:25][C:24]=2[F:30])=[N:8][C:9]([S:20][CH3:21])=[N:10][C:11]=1[C:12]1[CH:17]=[CH:16][C:15]([F:18])=[CH:14][C:13]=1[CH3:19].C[O-].[Na+]. The catalyst is CO. The product is [F:30][C:24]1[CH:25]=[CH:26][CH:27]=[C:28]([F:29])[C:23]=1[N:22]1[C:7]2[N:8]=[C:9]([S:20][CH3:21])[N:10]=[C:11]([C:12]3[CH:17]=[CH:16][C:15]([F:18])=[CH:14][C:13]=3[CH3:19])[C:6]=2[CH2:5][CH2:4][C:3]1=[O:31]. The yield is 0.210. (4) The reactants are [CH2:1]([CH:3]1[CH2:11][C:6]2([O:10][CH2:9][CH2:8][O:7]2)[CH2:5][CH:4]1[C:12]1[N:16]2[C:17]3[CH:23]=[CH:22][N:21](S(C4C=CC(C)=CC=4)(=O)=O)[C:18]=3[N:19]=[CH:20][C:15]2=[N:14][N:13]=1)[CH3:2]. The catalyst is O1CCOCC1.[OH-].[Na+]. The product is [CH2:1]([CH:3]1[CH2:11][C:6]2([O:7][CH2:8][CH2:9][O:10]2)[CH2:5][CH:4]1[C:12]1[N:16]2[C:17]3[CH:23]=[CH:22][NH:21][C:18]=3[N:19]=[CH:20][C:15]2=[N:14][N:13]=1)[CH3:2]. The yield is 0.880. (5) The reactants are C([N:8]1[CH2:13][CH2:12][C@@H:11]([NH:14][C@H:15]([C:17]2[CH:22]=[CH:21][CH:20]=[CH:19][CH:18]=2)[CH3:16])[C@H:10]([CH2:23][CH3:24])[CH2:9]1)C1C=CC=CC=1.ClC(OC(Cl)C)=O. The catalyst is ClCCCl. The product is [CH2:23]([C@H:10]1[C@H:11]([NH:14][C@H:15]([C:17]2[CH:18]=[CH:19][CH:20]=[CH:21][CH:22]=2)[CH3:16])[CH2:12][CH2:13][NH:8][CH2:9]1)[CH3:24]. The yield is 0.910.